This data is from Catalyst prediction with 721,799 reactions and 888 catalyst types from USPTO. The task is: Predict which catalyst facilitates the given reaction. (1) Reactant: [F:1][C:2]1[CH:7]=[CH:6][CH:5]=[CH:4][C:3]=1[C:8]1[NH:16][C:15]2[CH:14]=[N:13][CH:12]=[N:11][C:10]=2[CH:9]=1.[I:17]N1C(=O)CCC1=O. Product: [F:1][C:2]1[CH:7]=[CH:6][CH:5]=[CH:4][C:3]=1[C:8]1[NH:16][C:15]2[CH:14]=[N:13][CH:12]=[N:11][C:10]=2[C:9]=1[I:17]. The catalyst class is: 692. (2) Reactant: [CH2:1]([C@H:8]([NH:38]C(=O)OC(C)(C)C)[C@@H:9]([OH:37])[CH2:10][N:11]([CH2:24][C:25]1[CH:30]=[CH:29][C:28]([C:31]2[CH:36]=[CH:35][CH:34]=[CH:33][N:32]=2)=[CH:27][CH:26]=1)[NH:12][C:13](=[O:23])[C@@H:14]([NH:18][C:19]([O:21][CH3:22])=[O:20])[CH:15]([CH3:17])[CH3:16])[C:2]1[CH:7]=[CH:6][CH:5]=[CH:4][CH:3]=1.Cl. Product: [NH2:38][C@@H:8]([CH2:1][C:2]1[CH:3]=[CH:4][CH:5]=[CH:6][CH:7]=1)[C@@H:9]([OH:37])[CH2:10][N:11]([CH2:24][C:25]1[CH:26]=[CH:27][C:28]([C:31]2[CH:36]=[CH:35][CH:34]=[CH:33][N:32]=2)=[CH:29][CH:30]=1)[NH:12][C:13]([C@@H:14]([NH:18][C:19](=[O:20])[O:21][CH3:22])[CH:15]([CH3:16])[CH3:17])=[O:23]. The catalyst class is: 1. (3) Reactant: C[Si]([N:5]([Si](C)(C)C)[C:6]1[CH:11]=[CH:10][NH:9][C:8](=[O:12])[N:7]=1)(C)C.[Si](OS(C(F)(F)F)(=O)=O)(C)(C)C.CS([C:33]1([O:49][C@H:48]([CH2:50][O:51][Si:52]([CH:59]([CH3:61])[CH3:60])([CH:56]([CH3:58])[CH3:57])[CH:53]([CH3:55])[CH3:54])[C@@H:36]([O:37][Si:38]([CH:45]([CH3:47])[CH3:46])([CH:42]([CH3:44])[CH3:43])[CH:39]([CH3:41])[CH3:40])[C:35]1([F:63])[F:62])O)(=O)=O. Product: [F:63][C:35]1([F:62])[C@H:36]([O:37][Si:38]([CH:42]([CH3:43])[CH3:44])([CH:39]([CH3:40])[CH3:41])[CH:45]([CH3:47])[CH3:46])[C@@H:48]([CH2:50][O:51][Si:52]([CH:53]([CH3:55])[CH3:54])([CH:56]([CH3:58])[CH3:57])[CH:59]([CH3:61])[CH3:60])[O:49][C@H:33]1[N:9]1[CH:10]=[CH:11][C:6]([NH2:5])=[N:7][C:8]1=[O:12]. The catalyst class is: 26. (4) Reactant: C([Li])CCC.Br[C:7]1[C:15]2[C:14]([Cl:16])=[N:13][C:12]([S:17][CH3:18])=[N:11][C:10]=2[N:9]([CH2:19][O:20][CH2:21][CH2:22][Si:23]([CH3:26])([CH3:25])[CH3:24])[CH:8]=1.[C:27](=[O:29])=[O:28].C(O)(=O)C. Product: [Cl:16][C:14]1[C:15]2[C:7]([C:27]([OH:29])=[O:28])=[CH:8][N:9]([CH2:19][O:20][CH2:21][CH2:22][Si:23]([CH3:26])([CH3:25])[CH3:24])[C:10]=2[N:11]=[C:12]([S:17][CH3:18])[N:13]=1. The catalyst class is: 1. (5) Reactant: C(=O)([O-])[O-].[K+].[K+].Br[CH2:8][CH2:9][F:10].[C:11]([O:15][C:16]([N:18]1[CH2:23][CH2:22][NH:21][CH2:20][CH2:19]1)=[O:17])([CH3:14])([CH3:13])[CH3:12]. Product: [C:11]([O:15][C:16]([N:18]1[CH2:23][CH2:22][N:21]([CH2:8][CH2:9][F:10])[CH2:20][CH2:19]1)=[O:17])([CH3:14])([CH3:12])[CH3:13]. The catalyst class is: 10. (6) Reactant: [Cl:1][C:2]1[CH:3]=[C:4]2[C:9](=[CH:10][CH:11]=1)[C:8](SC)=[N:7][CH2:6][CH:5]2[C:14]1[CH:19]=[CH:18][C:17]([N+:20]([O-:22])=[O:21])=[CH:16][CH:15]=1.[CH3:23][NH2:24]. Product: [Cl:1][C:2]1[CH:3]=[C:4]2[C:9](=[CH:10][CH:11]=1)[C:8]([NH:24][CH3:23])=[N:7][CH2:6][CH:5]2[C:14]1[CH:19]=[CH:18][C:17]([N+:20]([O-:22])=[O:21])=[CH:16][CH:15]=1. The catalyst class is: 1. (7) Reactant: [CH3:1][C:2]1[CH:7]=[CH:6][C:5]([O:8][Si:9]([CH:16]([CH3:18])[CH3:17])([CH:13]([CH3:15])[CH3:14])[CH:10]([CH3:12])[CH3:11])=[CH:4][C:3]=1[NH2:19].[C:20](Cl)(=[O:24])[CH:21]([CH3:23])[CH3:22]. Product: [CH3:1][C:2]1[CH:7]=[CH:6][C:5]([O:8][Si:9]([CH:13]([CH3:15])[CH3:14])([CH:16]([CH3:18])[CH3:17])[CH:10]([CH3:12])[CH3:11])=[CH:4][C:3]=1[NH:19][C:20](=[O:24])[CH:21]([CH3:23])[CH3:22]. The catalyst class is: 2. (8) Reactant: [OH:1][CH:2]([C:13]1[CH:18]=[CH:17][CH:16]=[CH:15][CH:14]=1)[C:3]1[CH:12]=[CH:11][C:6]([C:7]([O:9]C)=[O:8])=[CH:5][CH:4]=1.CO.[OH-].[K+].Cl. Product: [OH:1][CH:2]([C:13]1[CH:14]=[CH:15][CH:16]=[CH:17][CH:18]=1)[C:3]1[CH:4]=[CH:5][C:6]([C:7]([OH:9])=[O:8])=[CH:11][CH:12]=1. The catalyst class is: 1.